Dataset: Full USPTO retrosynthesis dataset with 1.9M reactions from patents (1976-2016). Task: Predict the reactants needed to synthesize the given product. (1) Given the product [F:22][C:19]([F:20])([F:21])[CH:15]1[C:16]2[C:12](=[CH:11][CH:10]=[C:9]([OH:8])[CH:17]=2)[CH2:13][O:14]1, predict the reactants needed to synthesize it. The reactants are: [Si]([O:8][C:9]1[CH:17]=[C:16]2[C:12]([CH2:13][O:14][C:15]2([C:19]([F:22])([F:21])[F:20])O)=[CH:11][CH:10]=1)(C(C)(C)C)(C)C.C([SiH](CC)CC)C.[F-].C([N+](CCCC)(CCCC)CCCC)CCC.C1COCC1. (2) The reactants are: [Cl:1][C:2]1[CH:3]=[C:4]([CH:8]([CH2:28][C:29]2[CH:34]=[CH:33][C:32]([CH3:35])=[C:31]([CH3:36])[CH:30]=2)[C:9]#[C:10][C:11]2[CH:27]=[CH:26][C:14]([CH2:15][NH:16][CH2:17][CH2:18][C:19]([O:21]C(C)(C)C)=[O:20])=[CH:13][CH:12]=2)[CH:5]=[CH:6][CH:7]=1.C(O)(C(F)(F)F)=O. Given the product [Cl:1][C:2]1[CH:3]=[C:4]([CH:8]([CH2:28][C:29]2[CH:34]=[CH:33][C:32]([CH3:35])=[C:31]([CH3:36])[CH:30]=2)[C:9]#[C:10][C:11]2[CH:27]=[CH:26][C:14]([CH2:15][NH:16][CH2:17][CH2:18][C:19]([OH:21])=[O:20])=[CH:13][CH:12]=2)[CH:5]=[CH:6][CH:7]=1, predict the reactants needed to synthesize it. (3) Given the product [O:1]1[CH:5]=[CH:4][N:3]=[C:2]1[C:6]1[CH:11]=[CH:10][C:9]([O:12][C:20]2[CH:27]=[CH:26][C:23]([CH:24]=[O:25])=[CH:22][CH:21]=2)=[CH:8][CH:7]=1, predict the reactants needed to synthesize it. The reactants are: [O:1]1[CH:5]=[CH:4][N:3]=[C:2]1[C:6]1[CH:11]=[CH:10][C:9]([OH:12])=[CH:8][CH:7]=1.C(=O)([O-])[O-].[Cs+].[Cs+].F[C:20]1[CH:27]=[CH:26][C:23]([CH:24]=[O:25])=[CH:22][CH:21]=1.O. (4) Given the product [Cl:1][C:2]1[C:3]([NH:22][C:23](=[O:31])[CH2:24][CH:25]2[CH2:30][CH2:29][CH2:28][CH2:27][CH2:26]2)=[C:4]2[C:9](=[CH:10][CH:11]=1)[N:8]=[C:7]([N:12]1[CH2:16][CH2:15][C@@H:14]([C:32]#[N:33])[CH2:13]1)[CH:6]=[CH:5]2, predict the reactants needed to synthesize it. The reactants are: [Cl:1][C:2]1[C:3]([NH:22][C:23](=[O:31])[CH2:24][CH:25]2[CH2:30][CH2:29][CH2:28][CH2:27][CH2:26]2)=[C:4]2[C:9](=[CH:10][CH:11]=1)[N:8]=[C:7]([N:12]1[CH2:16][CH2:15][C@H:14](OS(C)(=O)=O)[CH2:13]1)[CH:6]=[CH:5]2.[C-:32]#[N:33].[Li+]. (5) The reactants are: [Br:1][C:2]1[CH:7]=[C:6]([N+:8]([O-])=O)[C:5]([OH:11])=[C:4]([C:12]([CH3:15])([CH3:14])[CH3:13])[CH:3]=1. Given the product [BrH:1].[NH2:8][C:6]1[CH:7]=[CH:2][CH:3]=[C:4]([C:12]([CH3:14])([CH3:13])[CH3:15])[C:5]=1[OH:11], predict the reactants needed to synthesize it. (6) Given the product [C:32]1([S:29]([N:17]2[C:18]3[C:23](=[CH:22][CH:21]=[C:20]([C:25]([F:26])([F:27])[F:28])[CH:19]=3)[CH:24]=[C:16]2[C:14]([C:3]2[CH:4]=[C:5]([N:8]3[CH2:13][CH2:12][CH2:11][CH2:10][CH2:9]3)[CH:6]=[CH:7][C:2]=2[NH:1][C:39]([C:41]2[CH:42]=[C:43]([CH:52]=[CH:53][CH:54]=2)[CH2:44][S:45][CH2:46][CH2:47][C:48]([O:50][CH3:51])=[O:49])=[O:40])=[O:15])(=[O:31])=[O:30])[CH:33]=[CH:34][CH:35]=[CH:36][CH:37]=1, predict the reactants needed to synthesize it. The reactants are: [NH2:1][C:2]1[CH:7]=[CH:6][C:5]([N:8]2[CH2:13][CH2:12][CH2:11][CH2:10][CH2:9]2)=[CH:4][C:3]=1[C:14]([C:16]1[N:17]([S:29]([C:32]2[CH:37]=[CH:36][CH:35]=[CH:34][CH:33]=2)(=[O:31])=[O:30])[C:18]2[C:23]([CH:24]=1)=[CH:22][CH:21]=[C:20]([C:25]([F:28])([F:27])[F:26])[CH:19]=2)=[O:15].Cl[C:39]([C:41]1[CH:42]=[C:43]([CH:52]=[CH:53][CH:54]=1)[CH2:44][S:45][CH2:46][CH2:47][C:48]([O:50][CH3:51])=[O:49])=[O:40].N1C=CC=CC=1. (7) The reactants are: [O:1]=[C:2]1[N:8]2[C@H:4]([CH2:5][C:6]([C:22]3[CH:27]=[CH:26][CH:25]=[C:24]([O:28][Si](C)(C)C)[CH:23]=3)=[C:7]2[C:9]([O:11][CH2:12][C:13]2[CH:18]=[CH:17][C:16]([N+:19]([O-:21])=[O:20])=[CH:15][CH:14]=2)=[O:10])[C@H:3]1[C@H:33]([O:35][Si:36]([CH3:39])([CH3:38])[CH3:37])[CH3:34].C(O)(=O)C.[F-].C([N+](CCCC)(CCCC)CCCC)CCC.C1COCC1.C(=O)([O-])O.[Na+]. Given the product [OH:28][C:24]1[CH:23]=[C:22]([C:6]2[CH2:5][C@H:4]3[N:8]([C:2](=[O:1])[C@@H:3]3[C@H:33]([O:35][Si:36]([CH3:38])([CH3:39])[CH3:37])[CH3:34])[C:7]=2[C:9]([O:11][CH2:12][C:13]2[CH:18]=[CH:17][C:16]([N+:19]([O-:21])=[O:20])=[CH:15][CH:14]=2)=[O:10])[CH:27]=[CH:26][CH:25]=1, predict the reactants needed to synthesize it. (8) Given the product [F:1][C:2]([F:15])([F:14])[S:3]([O:6][C:25]1[CH2:26][CH2:27][CH:22]([C:16]2[CH:17]=[CH:18][CH:19]=[CH:20][CH:21]=2)[CH2:23][CH:24]=1)(=[O:5])=[O:4], predict the reactants needed to synthesize it. The reactants are: [F:1][C:2]([F:15])([F:14])[S:3]([O:6]S(C(F)(F)F)(=O)=O)(=[O:5])=[O:4].[C:16]1([CH:22]2[CH2:27][CH2:26][C:25](=O)[CH2:24][CH2:23]2)[CH:21]=[CH:20][CH:19]=[CH:18][CH:17]=1.C(C1C=C(C)C=C(C(C)(C)C)N=1)(C)(C)C.